Dataset: CYP1A2 inhibition data for predicting drug metabolism from PubChem BioAssay. Task: Regression/Classification. Given a drug SMILES string, predict its absorption, distribution, metabolism, or excretion properties. Task type varies by dataset: regression for continuous measurements (e.g., permeability, clearance, half-life) or binary classification for categorical outcomes (e.g., BBB penetration, CYP inhibition). Dataset: cyp1a2_veith. (1) The result is 0 (non-inhibitor). The compound is Cc1c(Cl)cccc1NC(=O)CCC(=O)NNC(=O)c1ccco1. (2) The drug is CN(C)Cc1ccccc1-c1nc(NC2CC2)c2ccccc2n1. The result is 1 (inhibitor). (3) The molecule is CCC(C)Sc1nnc(CSc2nc3nc(C)cc(C)n3n2)o1. The result is 0 (non-inhibitor). (4) The drug is O=C(c1ccco1)N1CCC2(CCN(Cc3ccccc3)CC2)CC1. The result is 0 (non-inhibitor). (5) The compound is Cn1c([N+](=O)[O-])cnc1COC(N)=O. The result is 0 (non-inhibitor).